From a dataset of Full USPTO retrosynthesis dataset with 1.9M reactions from patents (1976-2016). Predict the reactants needed to synthesize the given product. (1) The reactants are: [Cl:1][C:2]1[CH:28]=[CH:27][C:5]2[N:6]3[C:10]([CH2:11][NH:12][CH2:13][C:4]=2[CH:3]=1)=[N:9][N:8]=[C:7]3[C@H:14]1[CH2:19][CH2:18][C@H:17]([C:20]2[C:25]([F:26])=[CH:24][CH:23]=[CH:22][N:21]=2)[CH2:16][CH2:15]1.C(N(CC)CC)C.[C:36](Cl)(=[O:38])[CH3:37]. Given the product [Cl:1][C:2]1[CH:28]=[CH:27][C:5]2[N:6]3[C:10]([CH2:11][N:12]([C:36](=[O:38])[CH3:37])[CH2:13][C:4]=2[CH:3]=1)=[N:9][N:8]=[C:7]3[C@H:14]1[CH2:19][CH2:18][C@H:17]([C:20]2[C:25]([F:26])=[CH:24][CH:23]=[CH:22][N:21]=2)[CH2:16][CH2:15]1, predict the reactants needed to synthesize it. (2) Given the product [ClH:1].[F:18][C:19]1[CH:20]=[CH:21][C:22]([C:25]2[CH:26]=[C:27]([CH2:31][NH:2][CH2:3][C@H:4]3[CH2:13][CH2:12][C:11]4[C:6](=[CH:7][CH:8]=[CH:9][CH:10]=4)[O:5]3)[CH:28]=[N:29][CH:30]=2)=[CH:23][CH:24]=1, predict the reactants needed to synthesize it. The reactants are: [ClH:1].[NH2:2][CH2:3][C@H:4]1[CH2:13][CH2:12][C:11]2[C:6](=[CH:7][CH:8]=[CH:9][CH:10]=2)[O:5]1.[O-]CC.[Na+].[F:18][C:19]1[CH:24]=[CH:23][C:22]([C:25]2[CH:26]=[C:27]([CH:31]=O)[CH:28]=[N:29][CH:30]=2)=[CH:21][CH:20]=1.[BH4-].[Na+].Cl.